The task is: Predict the product of the given reaction.. This data is from Forward reaction prediction with 1.9M reactions from USPTO patents (1976-2016). (1) Given the reactants [CH2:1]([N:8]1[CH2:13][CH2:12][N:11]([CH2:14][C:15]2[NH:24][C:23](=O)[C:22]3[C:17](=[CH:18][CH:19]=[CH:20][CH:21]=3)[N:16]=2)[C@@H:10]([CH2:26][CH:27]([CH3:29])[CH3:28])[CH2:9]1)[C:2]1[CH:7]=[CH:6][CH:5]=[CH:4][CH:3]=1.S(Cl)([Cl:32])=O.CN(C=O)C, predict the reaction product. The product is: [CH2:1]([N:8]1[CH2:13][CH2:12][N:11]([CH2:14][C:15]2[N:24]=[C:23]([Cl:32])[C:22]3[C:17](=[CH:18][CH:19]=[CH:20][CH:21]=3)[N:16]=2)[C@@H:10]([CH2:26][CH:27]([CH3:29])[CH3:28])[CH2:9]1)[C:2]1[CH:7]=[CH:6][CH:5]=[CH:4][CH:3]=1. (2) Given the reactants [CH3:1][C:2]1([CH2:7][CH:8]([CH2:14][CH2:15][CH3:16])[C:9]([O:11][CH2:12][CH3:13])=[O:10])OCC[O:3]1.O.C(OCC)(=O)C, predict the reaction product. The product is: [O:3]=[C:2]([CH3:1])[CH2:7][CH:8]([CH2:14][CH2:15][CH3:16])[C:9]([O:11][CH2:12][CH3:13])=[O:10]. (3) Given the reactants [F:1][C:2]([F:14])([CH2:7][CH2:8][CH2:9][CH2:10][CH2:11][CH2:12][OH:13])[C:3]([F:6])([F:5])[F:4].[H-].[Na+].Br[CH2:18][C:19]([O:21]CC)=[O:20], predict the reaction product. The product is: [F:1][C:2]([F:14])([C:3]([F:5])([F:4])[F:6])[CH2:7][CH2:8][CH2:9][CH2:10][CH2:11][CH2:12][O:13][CH2:18][C:19]([OH:21])=[O:20]. (4) Given the reactants [O:1]=[C:2]1[C:10]2[C:5](=[CH:6][CH:7]=[CH:8][CH:9]=2)[C:4](=[O:11])[N:3]1[CH2:12][CH:13]([C:18]1[CH:23]=[CH:22][C:21]([O:24][Si:25]([CH:32]([CH3:34])[CH3:33])([CH:29]([CH3:31])[CH3:30])[CH:26]([CH3:28])[CH3:27])=[CH:20][CH:19]=1)[C:14]([O:16]C)=[O:15].[OH:35][Li].O, predict the reaction product. The product is: [C:14]([CH:13]([C:18]1[CH:23]=[CH:22][C:21]([O:24][Si:25]([CH:29]([CH3:30])[CH3:31])([CH:32]([CH3:33])[CH3:34])[CH:26]([CH3:27])[CH3:28])=[CH:20][CH:19]=1)[CH2:12][NH:3][C:2]([C:10]1[CH:9]=[CH:8][CH:7]=[CH:6][C:5]=1[C:4]([OH:35])=[O:11])=[O:1])([OH:16])=[O:15]. (5) Given the reactants [C:1]1([C:7]([C:18]2[CH:23]=[CH:22][CH:21]=[CH:20][CH:19]=2)([C:12]2[CH:17]=[CH:16][CH:15]=[CH:14][CH:13]=2)[C:8]([NH:10][NH2:11])=O)[CH:6]=[CH:5][CH:4]=[CH:3][CH:2]=1.CO[C:26]1[CH2:27][CH2:28][CH2:29][CH2:30][CH2:31][CH2:32][N:33]=1, predict the reaction product. The product is: [C:7]([C:8]1[N:33]2[CH2:32][CH2:31][CH2:30][CH2:29][CH2:28][CH2:27][C:26]2=[N:11][N:10]=1)([C:18]1[CH:23]=[CH:22][CH:21]=[CH:20][CH:19]=1)([C:12]1[CH:17]=[CH:16][CH:15]=[CH:14][CH:13]=1)[C:1]1[CH:6]=[CH:5][CH:4]=[CH:3][CH:2]=1. (6) Given the reactants Cl[C:2]1[CH:7]=[C:6](F)[CH:5]=[CH:4][C:3]=1[CH2:9][C:10]([NH2:12])=O.[S:13]1[CH:17]=[CH:16][C:15]([CH2:18][C:19]([NH2:21])=[O:20])=[CH:14]1, predict the reaction product. The product is: [C:9]1([C@H:18]2[C@H:18]([C:15]3[CH:16]=[CH:17][S:13][CH:14]=3)[C:19](=[O:20])[NH:21][C:19]2=[O:20])[C:3]2=[C:4]3[C:5](=[CH:6][CH:7]=[CH:2]2)[CH2:16][CH2:15][CH2:14][N:12]3[CH:10]=1.